Dataset: Catalyst prediction with 721,799 reactions and 888 catalyst types from USPTO. Task: Predict which catalyst facilitates the given reaction. (1) Reactant: [C:1]([N:5]1[CH2:10][CH2:9][N:8]([CH2:11][CH:12]2[CH2:17][CH2:16][NH:15][CH2:14][CH2:13]2)[CH2:7][CH2:6]1)([CH3:4])([CH3:3])[CH3:2].[C:18]1([CH:24]([C:29]2[CH:34]=[CH:33][CH:32]=[CH:31][CH:30]=2)[CH2:25][C:26](O)=[O:27])[CH:23]=[CH:22][CH:21]=[CH:20][CH:19]=1.CCN=C=NCCCN(C)C.Cl. Product: [C:1]([N:5]1[CH2:6][CH2:7][N:8]([CH2:11][CH:12]2[CH2:17][CH2:16][N:15]([C:26](=[O:27])[CH2:25][CH:24]([C:18]3[CH:23]=[CH:22][CH:21]=[CH:20][CH:19]=3)[C:29]3[CH:34]=[CH:33][CH:32]=[CH:31][CH:30]=3)[CH2:14][CH2:13]2)[CH2:9][CH2:10]1)([CH3:4])([CH3:2])[CH3:3]. The catalyst class is: 79. (2) Reactant: [F:1][C:2]([F:7])([F:6])[C:3]([O-:5])=[O:4].[C:8]([CH2:11][N+:12]12[CH2:19][CH2:18][CH:15]([CH2:16][CH2:17]1)[C@@H:14]([O:20][C:21](=[O:36])[C:22]([OH:35])([C:29]1[CH:34]=[CH:33][CH:32]=[CH:31][CH:30]=1)[C:23]1[CH:28]=[CH:27][CH:26]=[CH:25][CH:24]=1)[CH2:13]2)(O)=[O:9].CCN(C(C)C)C(C)C.[O:46]1[CH:50]=[CH:49][CH:48]=[C:47]1[CH2:51][NH2:52].C1CN([P+](ON2N=NC3C=CC=CC2=3)(N2CCCC2)N2CCCC2)CC1.F[P-](F)(F)(F)(F)F. Product: [F:1][C:2]([F:7])([F:6])[C:3]([OH:5])=[O:4].[F:1][C:2]([F:7])([F:6])[C:3]([O-:5])=[O:4].[O:46]1[CH:50]=[CH:49][CH:48]=[C:47]1[CH2:51][NH:52][C:8]([CH2:11][N+:12]12[CH2:19][CH2:18][CH:15]([CH2:16][CH2:17]1)[C@@H:14]([O:20][C:21](=[O:36])[C:22]([OH:35])([C:23]1[CH:28]=[CH:27][CH:26]=[CH:25][CH:24]=1)[C:29]1[CH:30]=[CH:31][CH:32]=[CH:33][CH:34]=1)[CH2:13]2)=[O:9]. The catalyst class is: 59. (3) Reactant: O[Li].O.C[O:5][C:6](=[O:32])[C:7]1[CH:12]=[CH:11][C:10]([O:13][CH2:14][CH2:15][CH2:16][CH:17]2[CH2:22][CH2:21][N:20]([C:23]3[N:28]=[CH:27][C:26]([CH2:29][CH3:30])=[CH:25][N:24]=3)[CH2:19][CH2:18]2)=[CH:9][C:8]=1[CH3:31]. Product: [CH2:29]([C:26]1[CH:25]=[N:24][C:23]([N:20]2[CH2:19][CH2:18][CH:17]([CH2:16][CH2:15][CH2:14][O:13][C:10]3[CH:11]=[CH:12][C:7]([C:6]([OH:32])=[O:5])=[C:8]([CH3:31])[CH:9]=3)[CH2:22][CH2:21]2)=[N:28][CH:27]=1)[CH3:30]. The catalyst class is: 24.